This data is from Full USPTO retrosynthesis dataset with 1.9M reactions from patents (1976-2016). The task is: Predict the reactants needed to synthesize the given product. Given the product [NH2:20][C:21]1[N:22]=[CH:23][C:24]([C:38]2[CH:39]=[C:40]([CH:41]=[CH:42][CH:43]=2)[CH2:44][N:55]([C@@H:46]2[C:54]3[C:49](=[CH:50][CH:51]=[CH:52][CH:53]=3)[CH2:48][CH2:47]2)[S:56]([C:59]2[CH:64]=[CH:63][C:62]([N+:65]([O-:67])=[O:66])=[CH:61][C:60]=2[N+:68]([O-:70])=[O:69])(=[O:58])=[O:57])=[N:25][C:26]=1[C:27]1[NH:31][C:30]([CH2:32][C:33]2[CH:1]=[CH:37][CH:36]=[CH:35][CH:34]=2)=[N:29][N:28]=1, predict the reactants needed to synthesize it. The reactants are: [C:1]1(P(C2C=CC=CC=2)C2C=CC=CC=2)C=CC=CC=1.[NH2:20][C:21]1[N:22]=[CH:23][C:24]([C:38]2[CH:39]=[C:40]([CH2:44]O)[CH:41]=[CH:42][CH:43]=2)=[N:25][C:26]=1[C:27]1[NH:31][C:30]([C:32]2[CH:37]=[CH:36][CH:35]=[CH:34][CH:33]=2)=[N:29][N:28]=1.[C@@H:46]1([NH:55][S:56]([C:59]2[CH:64]=[CH:63][C:62]([N+:65]([O-:67])=[O:66])=[CH:61][C:60]=2[N+:68]([O-:70])=[O:69])(=[O:58])=[O:57])[C:54]2[C:49](=[CH:50][CH:51]=[CH:52][CH:53]=2)[CH2:48][CH2:47]1.N(C(OCC)=O)=NC(OCC)=O.